Predict the reactants needed to synthesize the given product. From a dataset of Full USPTO retrosynthesis dataset with 1.9M reactions from patents (1976-2016). (1) Given the product [C:23]([C@H:20]1[CH2:21][CH2:22][C@H:17]([O:16][C:7]2[C:8]([C:12]([F:13])([F:14])[F:15])=[C:9]3[C:4](=[CH:5][CH:6]=2)[CH:3]=[C:2]([CH:66]([N+:67]([O-:69])=[O:68])[CH2:65][CH2:64][C:63]([O:62][CH3:61])=[O:70])[CH:11]=[CH:10]3)[CH2:18][CH2:19]1)([CH3:26])([CH3:24])[CH3:25], predict the reactants needed to synthesize it. The reactants are: Br[C:2]1[CH:3]=[C:4]2[C:9](=[CH:10][CH:11]=1)[C:8]([C:12]([F:15])([F:14])[F:13])=[C:7]([O:16][C@H:17]1[CH2:22][CH2:21][C@H:20]([C:23]([CH3:26])([CH3:25])[CH3:24])[CH2:19][CH2:18]1)[CH:6]=[CH:5]2.C(P(C(C)(C)C)C1C=CC=CC=1C1C=CC=CC=1C)(C)(C)C.C(=O)([O-])[O-].[Cs+].[Cs+].COCCOC.[CH3:61][O:62][C:63](=[O:70])[CH2:64][CH2:65][CH2:66][N+:67]([O-:69])=[O:68]. (2) Given the product [Cl:36][C:32]1[CH:31]=[C:30]([C:24]2[C:25]([O:28][CH3:29])=[N:26][CH:27]=[C:22]([CH2:21][B:10]3[O:14][C:13]([CH3:16])([CH3:15])[C:12]([CH3:18])([CH3:17])[O:11]3)[CH:23]=2)[CH:35]=[CH:34][CH:33]=1, predict the reactants needed to synthesize it. The reactants are: FC(F)OC1C=C([B:10]2[O:14][C:13]([CH3:16])([CH3:15])[C:12]([CH3:18])([CH3:17])[O:11]2)C=CN=1.Cl[CH2:21][C:22]1[CH:23]=[C:24]([C:30]2[CH:35]=[CH:34][CH:33]=[C:32]([Cl:36])[CH:31]=2)[C:25]([O:28][CH3:29])=[N:26][CH:27]=1.C([O-])(=O)C.[K+]. (3) Given the product [CH2:25]([O:32][C:33]1[CH:42]=[CH:41][C:40]2[C@H:39]([NH:43][CH2:2][CH2:3][CH2:4][CH2:5][CH2:6][CH2:7][CH2:8][NH:9][C:10]3[C:11]4[C:16]([N:17]=[C:18]5[C:23]=3[CH2:22][CH2:21][CH2:20][CH2:19]5)=[CH:15][C:14]([Cl:24])=[CH:13][CH:12]=4)[CH2:38][CH2:37][CH2:36][C:35]=2[N:34]=1)[C:26]1[CH:27]=[CH:28][CH:29]=[CH:30][CH:31]=1, predict the reactants needed to synthesize it. The reactants are: Br[CH2:2][CH2:3][CH2:4][CH2:5][CH2:6][CH2:7][CH2:8][NH:9][C:10]1[C:11]2[C:16]([N:17]=[C:18]3[C:23]=1[CH2:22][CH2:21][CH2:20][CH2:19]3)=[CH:15][C:14]([Cl:24])=[CH:13][CH:12]=2.[CH2:25]([O:32][C:33]1[CH:42]=[CH:41][C:40]2[C@@H:39]([NH2:43])[CH2:38][CH2:37][CH2:36][C:35]=2[N:34]=1)[C:26]1[CH:31]=[CH:30][CH:29]=[CH:28][CH:27]=1.O. (4) The reactants are: [CH:1]1([CH2:4][N:5]2[C:10]([NH:11][NH2:12])=[CH:9][C:8](=[O:13])[N:7]([CH3:14])[C:6]2=[O:15])[CH2:3][CH2:2]1.[CH3:16][C:17]1[CH:18]=[C:19]2[C:23](=[CH:24][CH:25]=1)[NH:22][CH:21]=[C:20]2[CH:26]=O.[CH:28]([C:30]1[N:34]([CH3:35])[CH:33]=[C:32]([C:36]#[N:37])[CH:31]=1)=O. Given the product [CH:1]1([CH2:4][N:5]2[C:10]3=[N:11][N:12]([CH2:26][C:20]4[C:19]5[C:23](=[CH:24][CH:25]=[C:17]([CH3:16])[CH:18]=5)[NH:22][CH:21]=4)[C:28]([C:30]4[N:34]([CH3:35])[CH:33]=[C:32]([C:36]#[N:37])[CH:31]=4)=[C:9]3[C:8](=[O:13])[N:7]([CH3:14])[C:6]2=[O:15])[CH2:2][CH2:3]1, predict the reactants needed to synthesize it. (5) The reactants are: [Br:1][C:2]1[CH:7]=[C:6]([CH3:8])[CH:5]=[CH:4][N:3]=1.C[Si]([N-][Si](C)(C)C)(C)C.[Na+].C[O:20][C:21](=O)[C:22]1[CH:27]=[CH:26][CH:25]=[C:24]([CH3:28])[N:23]=1.CCOCC. Given the product [Br:1][C:2]1[CH:7]=[C:6]([CH2:8][C:21]([C:22]2[CH:27]=[CH:26][CH:25]=[C:24]([CH3:28])[N:23]=2)=[O:20])[CH:5]=[CH:4][N:3]=1, predict the reactants needed to synthesize it. (6) Given the product [NH2:11][C@@:12]1([C:38]([OH:40])=[O:39])[C@@H:17]([F:18])[CH2:16][C@@H:15]2[C@H:13]1[C@H:14]2[C:19]([O:21][C@@H:22]([O:24][C:25]([O:27][C@@H:28]1[CH2:33][C@H:32]([CH3:34])[CH2:31][CH2:30][C@H:29]1[CH:35]([CH3:36])[CH3:37])=[O:26])[CH3:23])=[O:20], predict the reactants needed to synthesize it. The reactants are: C1(S(O)(=O)=O)C=CC=CC=1.[NH2:11][C@@:12]1([C:38]([OH:40])=[O:39])[C@@H:17]([F:18])[CH2:16][C@@H:15]2[C@H:13]1[C@H:14]2[C:19]([O:21][C@@H:22]([O:24][C:25]([O:27][C@@H:28]1[CH2:33][C@H:32]([CH3:34])[CH2:31][CH2:30][C@H:29]1[CH:35]([CH3:37])[CH3:36])=[O:26])[CH3:23])=[O:20]. (7) Given the product [Cl:1][C:2]1[CH:7]=[C:6]([Cl:8])[CH:5]=[CH:4][C:3]=1[C:9]1[N:10]2[N:17]=[C:16]([CH3:18])[C:15]([NH:19][C:27](=[O:30])[CH2:28][CH3:29])=[C:11]2[O:12][C:13]=1[CH3:14], predict the reactants needed to synthesize it. The reactants are: [Cl:1][C:2]1[CH:7]=[C:6]([Cl:8])[CH:5]=[CH:4][C:3]=1[C:9]1[N:10]2[N:17]=[C:16]([CH3:18])[C:15]([NH2:19])=[C:11]2[O:12][C:13]=1[CH3:14].C(N(CC)CC)C.[C:27](Cl)(=[O:30])[CH2:28][CH3:29].